From a dataset of NCI-60 drug combinations with 297,098 pairs across 59 cell lines. Regression. Given two drug SMILES strings and cell line genomic features, predict the synergy score measuring deviation from expected non-interaction effect. (1) Drug 1: CCC1(CC2CC(C3=C(CCN(C2)C1)C4=CC=CC=C4N3)(C5=C(C=C6C(=C5)C78CCN9C7C(C=CC9)(C(C(C8N6C=O)(C(=O)OC)O)OC(=O)C)CC)OC)C(=O)OC)O.OS(=O)(=O)O. Drug 2: CC(C)CN1C=NC2=C1C3=CC=CC=C3N=C2N. Cell line: EKVX. Synergy scores: CSS=1.98, Synergy_ZIP=-0.438, Synergy_Bliss=1.38, Synergy_Loewe=0.0169, Synergy_HSA=0.0384. (2) Drug 1: CN(C)C1=NC(=NC(=N1)N(C)C)N(C)C. Drug 2: C1CC(C1)(C(=O)O)C(=O)O.[NH2-].[NH2-].[Pt+2]. Cell line: NCI/ADR-RES. Synergy scores: CSS=-3.81, Synergy_ZIP=-4.57, Synergy_Bliss=-7.42, Synergy_Loewe=-16.9, Synergy_HSA=-8.85. (3) Drug 1: C1=CC(=CC=C1CC(C(=O)O)N)N(CCCl)CCCl.Cl. Drug 2: CC1=C(C(=CC=C1)Cl)NC(=O)C2=CN=C(S2)NC3=CC(=NC(=N3)C)N4CCN(CC4)CCO. Cell line: NCI-H522. Synergy scores: CSS=37.7, Synergy_ZIP=2.55, Synergy_Bliss=4.91, Synergy_Loewe=-1.43, Synergy_HSA=8.87. (4) Drug 1: CC1=CC=C(C=C1)C2=CC(=NN2C3=CC=C(C=C3)S(=O)(=O)N)C(F)(F)F. Drug 2: C(CN)CNCCSP(=O)(O)O. Cell line: UACC-257. Synergy scores: CSS=-2.91, Synergy_ZIP=2.03, Synergy_Bliss=1.22, Synergy_Loewe=-1.54, Synergy_HSA=-2.76. (5) Drug 1: CN(C(=O)NC(C=O)C(C(C(CO)O)O)O)N=O. Drug 2: C1CCC(C(C1)N)N.C(=O)(C(=O)[O-])[O-].[Pt+4]. Cell line: TK-10. Synergy scores: CSS=10.0, Synergy_ZIP=-7.33, Synergy_Bliss=-9.95, Synergy_Loewe=-21.9, Synergy_HSA=-5.48. (6) Drug 1: C1CCC(CC1)NC(=O)N(CCCl)N=O. Drug 2: CC1=C(N=C(N=C1N)C(CC(=O)N)NCC(C(=O)N)N)C(=O)NC(C(C2=CN=CN2)OC3C(C(C(C(O3)CO)O)O)OC4C(C(C(C(O4)CO)O)OC(=O)N)O)C(=O)NC(C)C(C(C)C(=O)NC(C(C)O)C(=O)NCCC5=NC(=CS5)C6=NC(=CS6)C(=O)NCCC[S+](C)C)O. Cell line: A549. Synergy scores: CSS=38.9, Synergy_ZIP=-3.78, Synergy_Bliss=3.29, Synergy_Loewe=2.91, Synergy_HSA=3.50. (7) Drug 1: CN(CCCl)CCCl.Cl. Drug 2: C(CN)CNCCSP(=O)(O)O. Cell line: MDA-MB-231. Synergy scores: CSS=16.9, Synergy_ZIP=-4.59, Synergy_Bliss=-3.24, Synergy_Loewe=-26.5, Synergy_HSA=-2.46. (8) Drug 1: CC1=C(C(=O)C2=C(C1=O)N3CC4C(C3(C2COC(=O)N)OC)N4)N. Drug 2: C1CCC(C(C1)N)N.C(=O)(C(=O)[O-])[O-].[Pt+4]. Cell line: HCC-2998. Synergy scores: CSS=6.23, Synergy_ZIP=-4.81, Synergy_Bliss=-2.54, Synergy_Loewe=-13.5, Synergy_HSA=-7.82. (9) Drug 1: C1CNP(=O)(OC1)N(CCCl)CCCl. Drug 2: COCCOC1=C(C=C2C(=C1)C(=NC=N2)NC3=CC=CC(=C3)C#C)OCCOC.Cl. Cell line: MCF7. Synergy scores: CSS=-5.41, Synergy_ZIP=1.12, Synergy_Bliss=-3.93, Synergy_Loewe=-7.27, Synergy_HSA=-6.29. (10) Drug 1: CS(=O)(=O)C1=CC(=C(C=C1)C(=O)NC2=CC(=C(C=C2)Cl)C3=CC=CC=N3)Cl. Drug 2: CC1CCCC2(C(O2)CC(NC(=O)CC(C(C(=O)C(C1O)C)(C)C)O)C(=CC3=CSC(=N3)C)C)C. Cell line: NCI-H226. Synergy scores: CSS=10.8, Synergy_ZIP=0.283, Synergy_Bliss=1.90, Synergy_Loewe=-0.00861, Synergy_HSA=1.23.